From a dataset of Full USPTO retrosynthesis dataset with 1.9M reactions from patents (1976-2016). Predict the reactants needed to synthesize the given product. (1) Given the product [F:12][C:13]1[CH:14]=[CH:15][C:16]([CH:17]([N:18]([CH3:20])[CH3:19])[C:4]2[C:3]3[C:7](=[CH:8][CH:9]=[CH:10][C:2]=3[CH3:1])[NH:6][CH:5]=2)=[CH:21][CH:22]=1, predict the reactants needed to synthesize it. The reactants are: [CH3:1][C:2]1[CH:10]=[CH:9][CH:8]=[C:7]2[C:3]=1[CH:4]=[CH:5][NH:6]2.[Cl-].[F:12][C:13]1[CH:22]=[CH:21][C:16]([CH:17]=[N+:18]([CH3:20])[CH3:19])=[CH:15][CH:14]=1.FC1C=CC(C=O)=CC=1.CNC. (2) The reactants are: [NH:1]1[C:5]2[CH:6]=[CH:7][C:8]([C:10]#[N:11])=[CH:9][C:4]=2[N:3]=[CH:2]1. Given the product [NH:1]1[C:5]2[CH:6]=[CH:7][C:8]([CH2:10][NH2:11])=[CH:9][C:4]=2[N:3]=[CH:2]1, predict the reactants needed to synthesize it. (3) Given the product [CH3:29][S:30]([N:33]1[CH2:34][CH2:35][CH:36]([NH:39][C:11]([C:9]2[CH:8]=[CH:7][C:6]3[N:2]([CH3:1])[C:3]([NH:14][C:15]4[S:16][C:17]5[CH:23]=[C:22]([O:24][C:25]([F:27])([F:26])[F:28])[CH:21]=[CH:20][C:18]=5[N:19]=4)=[N:4][C:5]=3[CH:10]=2)=[O:13])[CH2:37][CH2:38]1)(=[O:32])=[O:31], predict the reactants needed to synthesize it. The reactants are: [CH3:1][N:2]1[C:6]2[CH:7]=[CH:8][C:9]([C:11]([OH:13])=O)=[CH:10][C:5]=2[N:4]=[C:3]1[NH:14][C:15]1[S:16][C:17]2[CH:23]=[C:22]([O:24][C:25]([F:28])([F:27])[F:26])[CH:21]=[CH:20][C:18]=2[N:19]=1.[CH3:29][S:30]([N:33]1[CH2:38][CH2:37][CH:36]([NH2:39])[CH2:35][CH2:34]1)(=[O:32])=[O:31].CN(C(ON1N=NC2C=CC=CC1=2)=[N+](C)C)C.F[P-](F)(F)(F)(F)F.CCN(C(C)C)C(C)C.